This data is from Forward reaction prediction with 1.9M reactions from USPTO patents (1976-2016). The task is: Predict the product of the given reaction. (1) The product is: [C:22]1([C:19]2[CH:18]=[CH:17][C:16]3[C:21](=[C:8]([C:6]4[N:7]=[C:2]([Br:1])[CH:3]=[CH:4][CH:5]=4)[C:9]4[C:14]([C:15]=3[C:29]3[N:30]=[C:31]([Br:35])[CH:32]=[CH:33][CH:34]=3)=[CH:13][CH:12]=[CH:11][CH:10]=4)[CH:20]=2)[CH:27]=[CH:26][CH:25]=[CH:24][CH:23]=1. Given the reactants [Br:1][C:2]1[N:7]=[C:6]([C:8]2(O)[C:21]3[CH:20]=[C:19]([C:22]4[CH:27]=[CH:26][CH:25]=[CH:24][CH:23]=4)[CH:18]=[CH:17][C:16]=3[C:15]([C:29]3[CH:34]=[CH:33][CH:32]=[C:31]([Br:35])[N:30]=3)(O)[C:14]3[C:9]2=[CH:10][CH:11]=[CH:12][CH:13]=3)[CH:5]=[CH:4][CH:3]=1.O.[PH2]([O-])=O.[Na+].[I-].[K+].C(O)(=O)C, predict the reaction product. (2) Given the reactants [CH:1]([CH:4]1[NH:9][CH:8]([C:10]2[CH:15]=[CH:14][CH:13]=[CH:12][CH:11]=2)[CH:7]([NH2:16])[CH2:6][CH2:5]1)([CH3:3])[CH3:2].[CH3:17][O:18][C:19]1[C:28]([CH:29]=O)=[CH:27][C:26]2[N:25]([CH3:31])[C:24](=[O:32])[CH2:23][CH2:22][C:21]=2[N:20]=1.O=O, predict the reaction product. The product is: [CH:1]([C@H:4]1[NH:9][C@@H:8]([C:10]2[CH:15]=[CH:14][CH:13]=[CH:12][CH:11]=2)[C@@H:7]([NH:16][CH2:29][C:28]2[CH:27]=[C:26]3[C:21]([CH2:22][CH2:23][C:24](=[O:32])[N:25]3[CH3:31])=[N:20][C:19]=2[O:18][CH3:17])[CH2:6][CH2:5]1)([CH3:3])[CH3:2]. (3) Given the reactants [NH2:1][C:2]1[C:32]([C:33]([F:36])([F:35])[F:34])=[CH:31][C:5]([CH2:6][CH:7]([CH2:10][C:11](=[O:30])[N:12]2[CH2:17][CH2:16][CH:15]([N:18]3[CH2:24][CH2:23][C:22]4[CH:25]=[CH:26][CH:27]=[CH:28][C:21]=4[NH:20][C:19]3=[O:29])[CH2:14][CH2:13]2)[CH:8]=O)=[CH:4][C:3]=1[Cl:37].Cl.Cl.Cl.[CH3:41][N:42]([CH3:56])[CH2:43][C:44]([CH3:55])([CH3:54])[CH2:45][NH:46][C:47]1[C:48]([NH2:53])=[CH:49][CH:50]=[CH:51][CH:52]=1, predict the reaction product. The product is: [NH2:1][C:2]1[C:32]([C:33]([F:36])([F:35])[F:34])=[CH:31][C:5]([CH2:6][CH:7]([C:8]2[N:46]([CH2:45][C:44]([CH3:55])([CH3:54])[CH2:43][N:42]([CH3:41])[CH3:56])[C:47]3[CH:52]=[CH:51][CH:50]=[CH:49][C:48]=3[N:53]=2)[CH2:10][C:11]([N:12]2[CH2:13][CH2:14][CH:15]([N:18]3[CH2:24][CH2:23][C:22]4[CH:25]=[CH:26][CH:27]=[CH:28][C:21]=4[NH:20][C:19]3=[O:29])[CH2:16][CH2:17]2)=[O:30])=[CH:4][C:3]=1[Cl:37]. (4) The product is: [Cl:22][C:23]1[CH:28]=[CH:27][C:26]([C:29]2([OH:35])[CH2:30][CH2:31][N:32]([CH2:2][CH2:3][CH:4]=[C:5]3[C:15]4[C:10](=[N:11][CH:12]=[CH:13][CH:14]=4)[O:9][C:8]4[CH:16]=[CH:17][CH:18]=[C:19]([O:20][CH3:21])[C:7]=4[CH2:6]3)[CH2:33][CH2:34]2)=[CH:25][CH:24]=1. Given the reactants Br[CH2:2][CH2:3][CH:4]=[C:5]1[C:15]2[C:10](=[N:11][CH:12]=[CH:13][CH:14]=2)[O:9][C:8]2[CH:16]=[CH:17][CH:18]=[C:19]([O:20][CH3:21])[C:7]=2[CH2:6]1.[Cl:22][C:23]1[CH:28]=[CH:27][C:26]([C:29]2([OH:35])[CH2:34][CH2:33][NH:32][CH2:31][CH2:30]2)=[CH:25][CH:24]=1.C(=O)([O-])[O-].[K+].[K+].O, predict the reaction product. (5) The product is: [C:35]([OH:41])([C:37]([F:40])([F:39])[F:38])=[O:36].[Cl:1][C:2]1[CH:3]=[CH:4][CH:5]=[C:6]2[C:10]=1[NH:9][CH:8]=[C:7]2[C:18]1[N:27]=[CH:26][C:25]2[NH:24][CH2:23][CH:22]3[CH2:28][O:29][CH2:30][CH2:31][N:21]3[C:20]=2[N:19]=1. Given the reactants [Cl:1][C:2]1[CH:3]=[CH:4][CH:5]=[C:6]2[C:10]=1[N:9](C(OC(C)(C)C)=O)[CH:8]=[C:7]2[C:18]1[N:27]=[CH:26][C:25]2[NH:24][CH2:23][CH:22]3[CH2:28][O:29][CH2:30][CH2:31][N:21]3[C:20]=2[N:19]=1.C(Cl)Cl.[C:35]([OH:41])([C:37]([F:40])([F:39])[F:38])=[O:36], predict the reaction product. (6) Given the reactants [OH:1][B:2]1[C:6]2[CH:7]=[C:8]([OH:12])[CH:9]=[C:10]([CH3:11])[C:5]=2[CH:4]([CH2:13][C:14]([O:16][CH2:17][CH3:18])=[O:15])[O:3]1.C(=O)([O-])[O-].[Cs+].[Cs+].Br[CH2:26][CH2:27][CH2:28][O:29][Si:30]([C:33]([CH3:36])([CH3:35])[CH3:34])([CH3:32])[CH3:31], predict the reaction product. The product is: [Si:30]([O:29][CH2:28][CH2:27][CH2:26][O:12][C:8]1[CH:9]=[C:10]([CH3:11])[C:5]2[CH:4]([CH2:13][C:14]([O:16][CH2:17][CH3:18])=[O:15])[O:3][B:2]([OH:1])[C:6]=2[CH:7]=1)([C:33]([CH3:34])([CH3:35])[CH3:36])([CH3:32])[CH3:31]. (7) Given the reactants Cl[C:2]1[CH:7]=[CH:6][N:5]=[C:4]2[CH:8]=[C:9]([S:11][CH3:12])[S:10][C:3]=12.[F:13][C:14]1[CH:19]=[C:18]([N+:20]([O-:22])=[O:21])[CH:17]=[CH:16][C:15]=1[OH:23].C(=O)([O-])[O-].[Na+].[Na+], predict the reaction product. The product is: [F:13][C:14]1[CH:19]=[C:18]([N+:20]([O-:22])=[O:21])[CH:17]=[CH:16][C:15]=1[O:23][C:2]1[CH:7]=[CH:6][N:5]=[C:4]2[CH:8]=[C:9]([S:11][CH3:12])[S:10][C:3]=12.